This data is from Forward reaction prediction with 1.9M reactions from USPTO patents (1976-2016). The task is: Predict the product of the given reaction. Given the reactants [F:1][CH2:2][CH2:3][CH2:4][CH2:5][C:6](=O)[CH2:7][C:8]([O:10]CC)=[O:9].[N:14]([C:17]1[CH:27]=[CH:26][C:20]([C:21]([NH:23][CH2:24][CH3:25])=[O:22])=[CH:19][CH:18]=1)=[N+:15]=[N-:16].[O-]CC.[Na+].[OH-].[Na+], predict the reaction product. The product is: [CH2:24]([NH:23][C:21]([C:20]1[CH:26]=[CH:27][C:17]([N:14]2[C:6]([CH2:5][CH2:4][CH2:3][CH2:2][F:1])=[C:7]([C:8]([OH:10])=[O:9])[N:16]=[N:15]2)=[CH:18][CH:19]=1)=[O:22])[CH3:25].